From a dataset of Catalyst prediction with 721,799 reactions and 888 catalyst types from USPTO. Predict which catalyst facilitates the given reaction. (1) Product: [Cl:3][CH2:16][C:13]1[N:14]=[CH:15][N:11]([C:5]2[CH:10]=[CH:9][CH:8]=[CH:7][CH:6]=2)[N:12]=1. Reactant: S(Cl)([Cl:3])=O.[C:5]1([N:11]2[CH:15]=[N:14][C:13]([CH2:16]O)=[N:12]2)[CH:10]=[CH:9][CH:8]=[CH:7][CH:6]=1. The catalyst class is: 11. (2) Reactant: Cl[C:2]1[N:10]=[C:9]([C:11]#[N:12])[N:8]=[C:7]2[C:3]=1[N:4]([CH2:22][C:23]1[CH:28]=[CH:27][C:26]([C:29]([F:32])([F:31])[F:30])=[C:25]([F:33])[CH:24]=1)[C:5]([C:13]1[CH:18]=[C:17]([CH:19]([CH3:21])[CH3:20])[CH:16]=[CH:15][N:14]=1)=[N:6]2.C1([C@H](N)C)CCC1.[CH:41]1([C@H:45]([NH:47][CH3:48])[CH3:46])[CH2:44][CH2:43][CH2:42]1. Product: [CH:41]1([C@H:45]([N:47]([CH3:48])[C:2]2[N:10]=[C:9]([C:11]#[N:12])[N:8]=[C:7]3[C:3]=2[N:4]([CH2:22][C:23]2[CH:28]=[CH:27][C:26]([C:29]([F:32])([F:31])[F:30])=[C:25]([F:33])[CH:24]=2)[C:5]([C:13]2[CH:18]=[C:17]([CH:19]([CH3:21])[CH3:20])[CH:16]=[CH:15][N:14]=2)=[N:6]3)[CH3:46])[CH2:44][CH2:43][CH2:42]1. The catalyst class is: 5.